Dataset: Catalyst prediction with 721,799 reactions and 888 catalyst types from USPTO. Task: Predict which catalyst facilitates the given reaction. (1) Reactant: [Br:1]Br.[K+].[Br-].[F:5][C:6]1[C:7]2[N:8]([CH:12]=[CH:13][N:14]=2)[CH:9]=[CH:10][CH:11]=1.CC([O-])=O.[Na+]. Product: [Br:1][C:12]1[N:8]2[CH:9]=[CH:10][CH:11]=[C:6]([F:5])[C:7]2=[N:14][CH:13]=1. The catalyst class is: 24. (2) Reactant: C([N:4]([CH:7](C)C)CC)(C)C.[N:10]1[CH:15]=[CH:14][N:13]=[CH:12][C:11]=1C(O)=O.P(N=[N+]=[N-])(=O)(OC1C=CC=CC=1)[O:20]C1C=CC=CC=1.[CH3:38][C@@H:39]1[O:44][C@H:43]([CH3:45])[CH2:42][N:41]([C:46]2[CH:47]=[CH:48][C:49]3[N:55]4[CH2:56][C@H:52]([CH2:53][CH2:54]4)[NH:51][C:50]=3[N:57]=2)[CH2:40]1. Product: [CH3:45][C@H:43]1[CH2:42][N:41]([C:46]2[CH:47]=[CH:48][C:49]3[N:55]4[CH2:56][C@H:52]([CH2:53][CH2:54]4)[N:51]([C:7]([NH:4][C:11]4[CH:12]=[N:13][CH:14]=[CH:15][N:10]=4)=[O:20])[C:50]=3[N:57]=2)[CH2:40][C@@H:39]([CH3:38])[O:44]1. The catalyst class is: 7. (3) Reactant: Cl[C:2]1[C:7]([N+:8]([O-:10])=[O:9])=[CH:6][CH:5]=[C:4]([Cl:11])[N:3]=1.[C:12]([O:16][CH2:17][CH3:18])(=[O:15])[CH2:13][OH:14].[H-].[Na+].[Cl-].[NH4+]. Product: [CH2:17]([O:16][C:12](=[O:15])[CH2:13][O:14][C:2]1[C:7]([N+:8]([O-:10])=[O:9])=[CH:6][CH:5]=[C:4]([Cl:11])[N:3]=1)[CH3:18]. The catalyst class is: 38. (4) Reactant: [CH3:16][C:11]1([CH3:17])[C:12]([CH3:15])([CH3:14])[O:13][B:9]([B:9]2[O:13][C:12]([CH3:15])([CH3:14])[C:11]([CH3:17])([CH3:16])[O:10]2)[O:10]1.ClCCl.[C:22]([O-:25])(=O)[CH3:23].[K+].[C:27]([O:30][CH2:31][CH3:32])(=O)C. The catalyst class is: 9. Product: [CH3:27][O:30][CH2:31][CH2:32][O:25][C:22]1[CH:23]=[CH:14][C:12]([B:9]2[O:10][C:11]([CH3:16])([CH3:17])[C:12]([CH3:14])([CH3:15])[O:13]2)=[C:11]([CH3:17])[CH:16]=1. (5) Reactant: [C:1]([O:5][C@@H:6]([C:12]1[C:36]([CH3:37])=[CH:35][C:15]2[N:16]=[C:17]([C:19]3[CH:20]=[C:21]4[C:25](=[CH:26][CH:27]=3)[N:24]([CH3:28])[N:23]=[C:22]4[C:29]3[CH:30]=[N:31][CH:32]=[CH:33][CH:34]=3)[S:18][C:14]=2[C:13]=1[C:38]1[CH:43]=[CH:42][C:41]([Cl:44])=[CH:40][CH:39]=1)[C:7]([O:9]CC)=[O:8])([CH3:4])([CH3:3])[CH3:2].[OH-].[Na+]. Product: [C:1]([O:5][C@@H:6]([C:12]1[C:36]([CH3:37])=[CH:35][C:15]2[N:16]=[C:17]([C:19]3[CH:20]=[C:21]4[C:25](=[CH:26][CH:27]=3)[N:24]([CH3:28])[N:23]=[C:22]4[C:29]3[CH:30]=[N:31][CH:32]=[CH:33][CH:34]=3)[S:18][C:14]=2[C:13]=1[C:38]1[CH:43]=[CH:42][C:41]([Cl:44])=[CH:40][CH:39]=1)[C:7]([OH:9])=[O:8])([CH3:4])([CH3:2])[CH3:3]. The catalyst class is: 242. (6) The catalyst class is: 4. Reactant: [F:1][C:2]1[CH:7]=[C:6]([F:8])[CH:5]=[CH:4][C:3]=1[C@@H:9]([N:17]1[C@H:22]([CH2:23][CH:24]([CH3:26])[CH3:25])[C:21](=[O:27])[NH:20][C@H:19]([CH:28]2[CH2:36][C:35]3[C:30](=[CH:31][CH:32]=[CH:33][CH:34]=3)[CH2:29]2)[C:18]1=[O:37])[C:10]([N:12]1[CH2:15][CH:14](O)[CH2:13]1)=[O:11].C(N(S(F)(F)[F:44])CC)C.C(=O)([O-])O.[Na+]. Product: [F:1][C:2]1[CH:7]=[C:6]([F:8])[CH:5]=[CH:4][C:3]=1[C@@H:9]([N:17]1[C@H:22]([CH2:23][CH:24]([CH3:26])[CH3:25])[C:21](=[O:27])[NH:20][C@H:19]([CH:28]2[CH2:36][C:35]3[C:30](=[CH:31][CH:32]=[CH:33][CH:34]=3)[CH2:29]2)[C:18]1=[O:37])[C:10]([N:12]1[CH2:13][CH:14]([F:44])[CH2:15]1)=[O:11]. (7) Reactant: [Cl:1][C:2]1[CH:7]=[CH:6][C:5]([CH:8]([C:26]2[CH:31]=[CH:30][C:29]([Cl:32])=[CH:28][CH:27]=2)[N:9]2[CH2:12][C:11](=[C:13]([C:18]3[CH:23]=[CH:22][CH:21]=[C:20]([O:24]C)[CH:19]=3)[S:14]([CH3:17])(=[O:16])=[O:15])[CH2:10]2)=[CH:4][CH:3]=1.B(Br)(Br)Br. Product: [Cl:32][C:29]1[CH:30]=[CH:31][C:26]([CH:8]([C:5]2[CH:4]=[CH:3][C:2]([Cl:1])=[CH:7][CH:6]=2)[N:9]2[CH2:12][C:11](=[C:13]([C:18]3[CH:23]=[CH:22][CH:21]=[C:20]([OH:24])[CH:19]=3)[S:14]([CH3:17])(=[O:16])=[O:15])[CH2:10]2)=[CH:27][CH:28]=1. The catalyst class is: 4. (8) Reactant: [CH3:1][CH:2]1[CH2:6][CH2:5][CH2:4][CH:3]1[OH:7].[S:8](Cl)([C:11]1[CH:17]=[CH:16][C:14]([CH3:15])=[CH:13][CH:12]=1)(=[O:10])=[O:9]. Product: [CH3:15][C:14]1[CH:16]=[CH:17][C:11]([S:8]([O:7][CH:3]2[CH2:4][CH2:5][CH2:6][CH:2]2[CH3:1])(=[O:10])=[O:9])=[CH:12][CH:13]=1. The catalyst class is: 17.